This data is from Forward reaction prediction with 1.9M reactions from USPTO patents (1976-2016). The task is: Predict the product of the given reaction. (1) Given the reactants C(OC(=O)[NH:7][C:8]1[CH:13]=[CH:12][C:11]([C:14]([F:17])([F:16])[F:15])=[CH:10][C:9]=1[NH:18][C:19](=[O:37])[CH2:20][C:21]([C:23]1[CH:28]=[CH:27][CH:26]=[C:25]([C:29]2[CH:30]=[N:31][C:32]([CH2:35][CH3:36])=[CH:33][CH:34]=2)[CH:24]=1)=O)(C)(C)C.C(O)(C(F)(F)F)=O, predict the reaction product. The product is: [CH2:35]([C:32]1[N:31]=[CH:30][C:29]([C:25]2[CH:24]=[C:23]([C:21]3[CH2:20][C:19](=[O:37])[NH:18][C:9]4[CH:10]=[C:11]([C:14]([F:17])([F:16])[F:15])[CH:12]=[CH:13][C:8]=4[N:7]=3)[CH:28]=[CH:27][CH:26]=2)=[CH:34][CH:33]=1)[CH3:36]. (2) Given the reactants [F:1][C:2]([F:15])([F:14])[C:3]1[CH:4]=[C:5]([CH:7]=[C:8]([C:10]([F:13])([F:12])[F:11])[CH:9]=1)[NH2:6].C(N(CC)CC)C.Cl[CH2:24][CH2:25][N:26]=[C:27]=[O:28].C(OCC)(=O)C, predict the reaction product. The product is: [F:1][C:2]([F:14])([F:15])[C:3]1[CH:4]=[C:5]([N:6]2[CH2:24][CH2:25][NH:26][C:27]2=[O:28])[CH:7]=[C:8]([C:10]([F:11])([F:12])[F:13])[CH:9]=1. (3) Given the reactants Cl[C:2]1[C:12]2[CH:11]=[C:10]([C:13]([O:15][CH3:16])=[O:14])[CH2:9][CH2:8][NH:7][C:6]=2[N:5]=[CH:4][N:3]=1.[Cl:17][C:18]1[CH:19]=[C:20]([CH:22]=[CH:23][C:24]=1[C:25]([N:27]1[CH2:31][CH2:30][C@H:29]([O:32][CH2:33][CH:34]([CH3:36])[CH3:35])[CH2:28]1)=[O:26])[NH2:21].[Cl-].[NH+]1C=CC=CC=1, predict the reaction product. The product is: [Cl:17][C:18]1[CH:19]=[C:20]([NH:21][C:2]2[C:12]3[CH:11]=[C:10]([C:13]([O:15][CH3:16])=[O:14])[CH2:9][CH2:8][NH:7][C:6]=3[N:5]=[CH:4][N:3]=2)[CH:22]=[CH:23][C:24]=1[C:25]([N:27]1[CH2:31][CH2:30][C@H:29]([O:32][CH2:33][CH:34]([CH3:35])[CH3:36])[CH2:28]1)=[O:26]. (4) Given the reactants [N:1]1[CH:6]=[CH:5][C:4]([C:7]2[CH:15]=[CH:14][CH:13]=[C:12]3[C:8]=2[CH2:9][C:10](=[O:16])[NH:11]3)=[CH:3][CH:2]=1.[CH:17]([C:19]1[NH:23][C:22]([CH3:24])=[C:21]([CH2:25][CH2:26][C:27]([OH:29])=[O:28])[C:20]=1[CH3:30])=O, predict the reaction product. The product is: [CH3:24][C:22]1[NH:23][C:19]([CH:17]=[C:9]2[C:8]3[C:12](=[CH:13][CH:14]=[CH:15][C:7]=3[C:4]3[CH:5]=[CH:6][N:1]=[CH:2][CH:3]=3)[NH:11][C:10]2=[O:16])=[C:20]([CH3:30])[C:21]=1[CH2:25][CH2:26][C:27]([OH:29])=[O:28]. (5) Given the reactants Cl[C:2]1[C:19]2[C:6](=[CH:7][C:8]3[C:17]([CH:18]=2)=[CH:16][C:15]2[C:10](=[C:11](Cl)[N:12]=[CH:13][CH:14]=2)[CH:9]=3)[CH:5]=[CH:4][N:3]=1.[C:21]1([Mg]Br)[CH:26]=[CH:25][CH:24]=[CH:23][CH:22]=1, predict the reaction product. The product is: [C:21]1([C:2]2[C:19]3[C:6](=[CH:7][C:8]4[C:17]([CH:18]=3)=[CH:16][C:15]3[C:10](=[C:11]([C:6]5[CH:19]=[CH:18][CH:17]=[CH:8][CH:7]=5)[N:12]=[CH:13][CH:14]=3)[CH:9]=4)[CH:5]=[CH:4][N:3]=2)[CH:26]=[CH:25][CH:24]=[CH:23][CH:22]=1. (6) Given the reactants [Br-:1].[CH:2]1([C:8]([OH:34])([C:28]2C=[CH:32][CH:31]=[CH:30][CH:29]=2)[C:9]([O:11][CH:12]2[CH2:16][CH2:15][CH2:14][N+:13]2([CH3:27])[CH:17]([C:21]2[CH:26]=[N:25][CH:24]=[CH:23][N:22]=2)[C:18](=[O:20])[NH2:19])=[O:10])[CH2:7][CH2:6][CH2:5][CH2:4][CH2:3]1.C1(C(C2C=CC=CC=2)(O)C(O)=O)CCCC1, predict the reaction product. The product is: [Br-:1].[CH:28]1([C:8]([OH:34])([C:2]2[CH:7]=[CH:6][CH:5]=[CH:4][CH:3]=2)[C:9]([O:11][CH:12]2[CH2:16][CH2:15][CH2:14][N+:13]2([CH3:27])[CH:17]([C:21]2[CH:26]=[N:25][CH:24]=[CH:23][N:22]=2)[C:18](=[O:20])[NH2:19])=[O:10])[CH2:29][CH2:30][CH2:31][CH2:32]1. (7) Given the reactants C([O:8][C:9]1[C:14]([N+:15]([O-])=O)=[CH:13][CH:12]=[CH:11][C:10]=1[CH:18]=[CH:19][C@H:20]([OH:31])[C@@H:21]([O:23][Si:24]([C:27]([CH3:30])([CH3:29])[CH3:28])([CH3:26])[CH3:25])[CH3:22])C1C=CC=CC=1, predict the reaction product. The product is: [NH2:15][C:14]1[C:9]([OH:8])=[C:10]([CH2:18][CH2:19][C@H:20]([OH:31])[C@@H:21]([O:23][Si:24]([C:27]([CH3:29])([CH3:28])[CH3:30])([CH3:26])[CH3:25])[CH3:22])[CH:11]=[CH:12][CH:13]=1. (8) Given the reactants [F:1][C:2]1[CH:7]=[CH:6][C:5]([CH:8]2[O:12]C(=O)[NH:10][CH:9]2[CH2:14][C:15]2[CH:20]=[CH:19][C:18]([C:21]([F:24])([F:23])[F:22])=[CH:17][CH:16]=2)=[CH:4][CH:3]=1.[OH-].[Na+], predict the reaction product. The product is: [NH2:10][CH:9]([CH2:14][C:15]1[CH:20]=[CH:19][C:18]([C:21]([F:24])([F:22])[F:23])=[CH:17][CH:16]=1)[CH:8]([C:5]1[CH:6]=[CH:7][C:2]([F:1])=[CH:3][CH:4]=1)[OH:12]. (9) Given the reactants [CH3:1][O:2][C:3](=[O:29])[NH:4][C@H:5]([C:9]([N:11]1[CH2:15][C@@H:14]([CH3:16])[CH2:13][C@H:12]1[C:17]1[NH:18][CH:19]=[C:20]([C:22]2[CH:27]=[CH:26][C:25]([Br:28])=[CH:24][CH:23]=2)[N:21]=1)=[O:10])[CH:6]([CH3:8])[CH3:7].[Cl:30]N1C(=O)CCC1=O, predict the reaction product. The product is: [CH3:1][O:2][C:3](=[O:29])[NH:4][C@H:5]([C:9]([N:11]1[CH2:15][C@@H:14]([CH3:16])[CH2:13][C@H:12]1[C:17]1[NH:18][C:19]([Cl:30])=[C:20]([C:22]2[CH:27]=[CH:26][C:25]([Br:28])=[CH:24][CH:23]=2)[N:21]=1)=[O:10])[CH:6]([CH3:8])[CH3:7].